This data is from Full USPTO retrosynthesis dataset with 1.9M reactions from patents (1976-2016). The task is: Predict the reactants needed to synthesize the given product. (1) Given the product [CH3:10][C:11]1[N:12]=[CH:13][C:14]([C:17]([C:2]2[N:3]=[CH:4][N:5]3[CH:9]=[CH:8][S:7][C:6]=23)=[O:18])=[CH:15][CH:16]=1, predict the reactants needed to synthesize it. The reactants are: I[C:2]1[N:3]=[CH:4][N:5]2[CH:9]=[CH:8][S:7][C:6]=12.[CH3:10][C:11]1[CH:16]=[CH:15][C:14]([CH:17]=[O:18])=[CH:13][N:12]=1. (2) Given the product [C:1]([O:4][CH2:5][C:6]1[CH:11]=[CH:10][C:9]([CH2:12][N:13]2[CH:21]=[N:20][C:19]3[C:14]2=[N:15][C:16]([CH2:5][CH2:6][CH2:7][CH3:8])=[N:17][C:18]=3[NH2:22])=[CH:8][CH:7]=1)(=[O:3])[CH3:2], predict the reactants needed to synthesize it. The reactants are: [C:1]([O:4][CH2:5][C:6]1[CH:11]=[CH:10][C:9]([CH2:12][N:13]2[CH:21]=[N:20][C:19]3[C:14]2=[N:15][C:16](I)=[N:17][C:18]=3[NH2:22])=[CH:8][CH:7]=1)(=[O:3])[CH3:2]. (3) The reactants are: [OH:1][C:2]1[CH:3]=[C:4]([NH:9][C:10]2[C:15]3=[C:16]([CH3:22])[C:17]([C:19](O)=[O:20])=[CH:18][N:14]3[N:13]=[CH:12][N:11]=2)[CH:5]=[CH:6][C:7]=1[CH3:8].[CH3:23][N:24]1[CH2:29][CH2:28][NH:27][CH2:26][CH2:25]1.ON1C2C=CC=CC=2N=N1.Cl.CN(C)CCCN=C=NCC. Given the product [OH:1][C:2]1[CH:3]=[C:4]([NH:9][C:10]2[C:15]3=[C:16]([CH3:22])[C:17]([C:19]([N:27]4[CH2:28][CH2:29][N:24]([CH3:23])[CH2:25][CH2:26]4)=[O:20])=[CH:18][N:14]3[N:13]=[CH:12][N:11]=2)[CH:5]=[CH:6][C:7]=1[CH3:8], predict the reactants needed to synthesize it. (4) Given the product [Cl:1][C:2]1[CH:3]=[CH:4][C:5]2[N:11]3[CH:12]=[CH:13][CH:14]=[C:10]3[CH:9]([CH2:15][C:16]([N:18]3[CH2:19][CH2:20][CH:21]([CH2:24][C:25]([OH:27])=[O:26])[CH2:22][CH2:23]3)=[O:17])[O:8][CH:7]([C:30]3[C:39]4[C:34](=[CH:35][CH:36]=[CH:37][CH:38]=4)[CH:33]=[CH:32][CH:31]=3)[C:6]=2[CH:40]=1, predict the reactants needed to synthesize it. The reactants are: [Cl:1][C:2]1[CH:3]=[CH:4][C:5]2[N:11]3[CH:12]=[CH:13][CH:14]=[C:10]3[CH:9]([CH2:15][C:16]([N:18]3[CH2:23][CH2:22][CH:21]([CH2:24][C:25]([O:27]CC)=[O:26])[CH2:20][CH2:19]3)=[O:17])[O:8][CH:7]([C:30]3[C:39]4[C:34](=[CH:35][CH:36]=[CH:37][CH:38]=4)[CH:33]=[CH:32][CH:31]=3)[C:6]=2[CH:40]=1.O1CCCC1.C(=O)([O-])[O-].[K+].[K+].C(O)(=O)CC(CC(O)=O)(C(O)=O)O. (5) Given the product [CH3:12][O:13][C:14]1[CH:19]=[CH:18][CH:17]=[CH:16][C:15]=1[NH:20][C:2]1[CH:7]=[CH:6][CH:5]=[CH:4][C:3]=1[CH2:8][C:9]([OH:11])=[O:10], predict the reactants needed to synthesize it. The reactants are: Br[C:2]1[CH:7]=[CH:6][CH:5]=[CH:4][C:3]=1[CH2:8][C:9]([OH:11])=[O:10].[CH3:12][O:13][C:14]1[C:15]([NH2:20])=[CH:16][CH:17]=[CH:18][CH:19]=1. (6) The reactants are: [Cl:1][C:2]1[CH:3]=[C:4]([CH:9]2[CH:13]([C:14]3[CH:19]=[CH:18][N:17]=[CH:16][CH:15]=3)[N:12]([CH2:20][C:21]3[CH:22]=[N:23][CH:24]=[CH:25][CH:26]=3)[NH:11][C:10]2=[O:27])[CH:5]=[CH:6][C:7]=1[Cl:8].[Li+].[CH3:29][Si]([N-][Si](C)(C)C)(C)C.IC. Given the product [Cl:1][C:2]1[CH:3]=[C:4]([C:9]2[C:10](=[O:27])[N:11]([CH3:29])[N:12]([CH2:20][C:21]3[CH:22]=[N:23][CH:24]=[CH:25][CH:26]=3)[C:13]=2[C:14]2[CH:15]=[CH:16][N:17]=[CH:18][CH:19]=2)[CH:5]=[CH:6][C:7]=1[Cl:8], predict the reactants needed to synthesize it. (7) Given the product [Cl:29][C:30]1[N:31]=[C:32]([C:37]([NH:13][C@H:14]2[CH2:19][CH2:18][N:17]([C:20]([O:22][C:23]([CH3:24])([CH3:25])[CH3:26])=[O:21])[CH2:16][C@H:15]2[O:27][CH3:28])=[O:38])[NH:33][C:34]=1[CH2:35][CH3:36], predict the reactants needed to synthesize it. The reactants are: CCN=C=NCCCN(C)C.Cl.[NH2:13][C@H:14]1[CH2:19][CH2:18][N:17]([C:20]([O:22][C:23]([CH3:26])([CH3:25])[CH3:24])=[O:21])[CH2:16][C@H:15]1[O:27][CH3:28].[Cl:29][C:30]1[N:31]=[C:32]([C:37](OCC)=[O:38])[NH:33][C:34]=1[CH2:35][CH3:36].Cl. (8) Given the product [CH3:42][C:40]1[N:41]=[C:37]([S:36][CH2:35][C:25]2[N:24]=[C:23]([NH:14][CH2:15][C:16]3[CH:21]=[CH:20][CH:19]=[C:18]([F:22])[N:17]=3)[CH:28]=[C:27]([N:29]3[CH2:30][CH2:31][S:32][CH2:33][CH2:34]3)[CH:26]=2)[O:38][C:39]=1[CH3:43], predict the reactants needed to synthesize it. The reactants are: FC(F)(F)C(O)=O.C(OC(=O)[N:14]([C:23]1[CH:28]=[C:27]([N:29]2[CH2:34][CH2:33][S:32][CH2:31][CH2:30]2)[CH:26]=[C:25]([CH2:35][S:36][C:37]2[O:38][C:39]([CH3:43])=[C:40]([CH3:42])[N:41]=2)[N:24]=1)[CH2:15][C:16]1[CH:21]=[CH:20][CH:19]=[C:18]([F:22])[N:17]=1)(C)(C)C. (9) Given the product [CH2:12]([O:8][C:7](=[O:9])[C:6]1[CH:10]=[C:2]([F:1])[CH:3]=[CH:4][C:5]=1[OH:11])[CH3:13], predict the reactants needed to synthesize it. The reactants are: [F:1][C:2]1[CH:10]=[C:6]([C:7]([OH:9])=[O:8])[C:5]([OH:11])=[CH:4][CH:3]=1.[CH2:12](O)[CH3:13]. (10) The reactants are: [O:1]=[C:2]1[NH:6][C:5]([C:12]2[CH:19]=[CH:18][C:15]([C:16]#[N:17])=[CH:14][CH:13]=2)([CH2:7][O:8][CH2:9][CH:10]=[CH2:11])[C:4](=[O:20])[NH:3]1.Br[C:22]1[CH:29]=[CH:28][C:25]([C:26]#[N:27])=[C:24]([C:30]([F:33])([F:32])[F:31])[CH:23]=1. Given the product [C:16]([C:15]1[CH:18]=[CH:19][C:12]([C:5]2([CH2:7][O:8][CH2:9][CH:10]=[CH2:11])[C:4](=[O:20])[N:3]([C:22]3[CH:29]=[CH:28][C:25]([C:26]#[N:27])=[C:24]([C:30]([F:31])([F:33])[F:32])[CH:23]=3)[C:2](=[O:1])[NH:6]2)=[CH:13][CH:14]=1)#[N:17], predict the reactants needed to synthesize it.